From a dataset of Reaction yield outcomes from USPTO patents with 853,638 reactions. Predict the reaction yield, written as a fraction of the theoretical maximum amount of product (1.0 means a 100% yield; for example, 0.34 means a 34% yield). (1) The reactants are [N+:1]([C:4]1[C:5]([NH:20][CH2:21][C:22]([O:24]CC)=O)=[N:6][C:7]([C:10]2[CH:15]=[CH:14][CH:13]=[C:12]([C:16]([F:19])([F:18])[F:17])[CH:11]=2)=[CH:8][CH:9]=1)([O-])=O. The catalyst is CCO. The product is [F:17][C:16]([F:19])([F:18])[C:12]1[CH:11]=[C:10]([C:7]2[CH:8]=[CH:9][C:4]3[NH:1][C:22](=[O:24])[CH2:21][NH:20][C:5]=3[N:6]=2)[CH:15]=[CH:14][CH:13]=1. The yield is 0.830. (2) The reactants are [C:1]([O:20]C)(=[O:19])[CH2:2][CH2:3][CH2:4][CH2:5][CH2:6][CH2:7][CH2:8]/[CH:9]=C\CCCCCCCC.OOS([O-])=O.[K+].[O-]S([O-])=O.[Na+].[Na+].CCOC(C)=O. The catalyst is CN(C=O)C.O=[Os](=O)(=O)=O. The product is [C:1]([OH:20])(=[O:19])[CH2:2][CH2:3][CH2:4][CH2:5][CH2:6][CH2:7][CH2:8][CH3:9]. The yield is 0.800. (3) The reactants are C([Li])CCC.Br[C:7]1[CH:12]=[CH:11][C:10]([CH:13]([O:17][CH2:18][CH3:19])[O:14][CH2:15][CH3:16])=[CH:9][N:8]=1.CN([CH:23]=[O:24])C.[Cl-].[NH4+]. The catalyst is C1(C)C=CC=CC=1.O.C1COCC1. The product is [CH2:15]([O:14][CH:13]([O:17][CH2:18][CH3:19])[C:10]1[CH:11]=[CH:12][C:7]([CH:23]=[O:24])=[N:8][CH:9]=1)[CH3:16]. The yield is 0.320. (4) The reactants are [NH2:1][C@@H:2]1[C:11]2[C:6](=[CH:7][CH:8]=[CH:9][CH:10]=2)[C@H:5]([OH:12])[CH2:4][CH2:3]1.[H-].[Na+].[C:15]([O:19][C:20]([N:22]1[CH2:27][CH2:26][CH:25]([CH2:28][C:29]2[N:33]3[CH:34]=[C:35](F)[CH:36]=[CH:37][C:32]3=[N:31][N:30]=2)[CH2:24][CH2:23]1)=[O:21])([CH3:18])([CH3:17])[CH3:16]. The catalyst is CN(C=O)C. The product is [C:15]([O:19][C:20]([N:22]1[CH2:23][CH2:24][CH:25]([CH2:28][C:29]2[N:33]3[CH:34]=[C:35]([O:12][C@H:5]4[C:6]5[C:11](=[CH:10][CH:9]=[CH:8][CH:7]=5)[C@@H:2]([NH2:1])[CH2:3][CH2:4]4)[CH:36]=[CH:37][C:32]3=[N:31][N:30]=2)[CH2:26][CH2:27]1)=[O:21])([CH3:18])([CH3:16])[CH3:17]. The yield is 0.440. (5) The reactants are Cl[C:2]1[CH:7]=[CH:6][C:5]([NH:8][C:9]([NH:11][C:12]2[CH:17]=[CH:16][CH:15]=[C:14]([C:18]3[CH:23]=[CH:22][CH:21]=[C:20]([N:24]4[CH2:28][CH2:27][CH2:26][CH2:25]4)[N:19]=3)[CH:13]=2)=[O:10])=[CH:4][CH:3]=1.[CH3:29][O:30]C1C=CC(N)=CC=1.CCN(C(C)C)C(C)C. The catalyst is CN(C=O)C. The product is [CH3:29][O:30][C:2]1[CH:7]=[CH:6][C:5]([NH:8][C:9]([NH:11][C:12]2[CH:17]=[CH:16][CH:15]=[C:14]([C:18]3[CH:23]=[CH:22][CH:21]=[C:20]([N:24]4[CH2:28][CH2:27][CH2:26][CH2:25]4)[N:19]=3)[CH:13]=2)=[O:10])=[CH:4][CH:3]=1. The yield is 0.550. (6) The reactants are [C:1]([C:3]([CH3:26])([CH3:25])[C:4]1[CH:9]=[CH:8][C:7]([NH:10][C:11](=[O:22])[C:12]2[CH:17]=[CH:16][C:15]([O:18][CH3:19])=[C:14]([O:20][CH3:21])[CH:13]=2)=[CH:6][C:5]=1[CH2:23][CH3:24])#[N:2]. The catalyst is CO.O=[Pt]=O. The product is [NH2:2][CH2:1][C:3]([C:4]1[CH:9]=[CH:8][C:7]([NH:10][C:11](=[O:22])[C:12]2[CH:17]=[CH:16][C:15]([O:18][CH3:19])=[C:14]([O:20][CH3:21])[CH:13]=2)=[CH:6][C:5]=1[CH2:23][CH3:24])([CH3:26])[CH3:25]. The yield is 0.490. (7) The reactants are [CH2:1]([NH:9][C:10]1[C:11]([NH2:16])=[CH:12][CH:13]=[CH:14][CH:15]=1)[CH2:2][C:3]1[CH:8]=[CH:7][CH:6]=[CH:5][CH:4]=1.[Cl:17][CH2:18][C:19](O)=O. No catalyst specified. The product is [Cl:17][CH2:18][C:19]1[N:9]([CH2:1][CH2:2][C:3]2[CH:4]=[CH:5][CH:6]=[CH:7][CH:8]=2)[C:10]2[CH:15]=[CH:14][CH:13]=[CH:12][C:11]=2[N:16]=1. The yield is 0.610. (8) The reactants are [NH2:1][C@H:2]([CH2:10][OH:11])[CH2:3][C:4]1[CH:9]=[CH:8][CH:7]=[CH:6][CH:5]=1.[CH:12](=O)[C:13]1[CH:18]=[CH:17][CH:16]=[CH:15][CH:14]=1.[H][H]. The catalyst is C(O)C.[Pt]. The product is [CH2:12]([NH:1][C@H:2]([CH2:10][OH:11])[CH2:3][C:4]1[CH:5]=[CH:6][CH:7]=[CH:8][CH:9]=1)[C:13]1[CH:18]=[CH:17][CH:16]=[CH:15][CH:14]=1. The yield is 0.480. (9) The catalyst is O1CCOCC1.O.Cl[Pd](Cl)([P](C1C=CC=CC=1)(C1C=CC=CC=1)C1C=CC=CC=1)[P](C1C=CC=CC=1)(C1C=CC=CC=1)C1C=CC=CC=1. The product is [F:11][C:12]1[CH:17]=[C:16]([F:18])[CH:15]=[CH:14][C:13]=1[S:19]([NH:22][C:23]1[C:24]([O:38][CH3:39])=[N:25][CH:26]=[C:27]([C:2]2[CH:7]=[CH:6][N:5]3[N:8]=[CH:9][CH:10]=[C:4]3[CH:3]=2)[CH:28]=1)(=[O:21])=[O:20]. The yield is 0.730. The reactants are Br[C:2]1[CH:7]=[CH:6][N:5]2[N:8]=[CH:9][CH:10]=[C:4]2[CH:3]=1.[F:11][C:12]1[CH:17]=[C:16]([F:18])[CH:15]=[CH:14][C:13]=1[S:19]([NH:22][C:23]1[C:24]([O:38][CH3:39])=[N:25][CH:26]=[C:27](B2OC(C)(C)C(C)(C)O2)[CH:28]=1)(=[O:21])=[O:20].C([O-])([O-])=O.[Na+].[Na+].